Dataset: Forward reaction prediction with 1.9M reactions from USPTO patents (1976-2016). Task: Predict the product of the given reaction. (1) Given the reactants [C:1]([C:5]1[O:9][N:8]=[C:7]([NH:10][C:11]([NH:13][C:14]2[CH:19]=[CH:18][CH:17]=[C:16]([OH:20])[CH:15]=2)=[O:12])[CH:6]=1)([CH3:4])([CH3:3])[CH3:2].Cl[C:22]1[C:31]2[C:26](=[CH:27][C:28]([O:37][CH2:38][CH2:39][O:40][CH3:41])=[C:29]([O:32][CH2:33][CH2:34][O:35][CH3:36])[CH:30]=2)[N:25]=[CH:24][N:23]=1.C([O-])([O-])=O.[Cs+].[Cs+], predict the reaction product. The product is: [CH3:36][O:35][CH2:34][CH2:33][O:32][C:29]1[CH:30]=[C:31]2[C:26](=[CH:27][C:28]=1[O:37][CH2:38][CH2:39][O:40][CH3:41])[N:25]=[CH:24][N:23]=[C:22]2[O:20][C:16]1[CH:15]=[C:14]([NH:13][C:11]([NH:10][C:7]2[CH:6]=[C:5]([C:1]([CH3:4])([CH3:2])[CH3:3])[O:9][N:8]=2)=[O:12])[CH:19]=[CH:18][CH:17]=1. (2) Given the reactants [CH:1]([C:3]1[CH:4]=[CH:5][C:6]([O:11][C@H:12]([CH3:15])[CH2:13][CH3:14])=[C:7]([CH:10]=1)[C:8]#[N:9])=[O:2].B1([O-])O[O:17]1.O.O.O.O.[Na+], predict the reaction product. The product is: [C:8]([C:7]1[CH:10]=[C:3]([CH:4]=[CH:5][C:6]=1[O:11][C@H:12]([CH3:15])[CH2:13][CH3:14])[C:1]([OH:17])=[O:2])#[N:9]. (3) The product is: [CH2:11]([O:13][C:14](=[O:20])[CH2:15][C:16]1[N:8]=[C:6]([C:5]2[CH:9]=[CH:10][C:2]([Cl:1])=[CH:3][CH:4]=2)[S:7][CH:18]=1)[CH3:12]. Given the reactants [Cl:1][C:2]1[CH:10]=[CH:9][C:5]([C:6]([NH2:8])=[S:7])=[CH:4][CH:3]=1.[CH2:11]([O:13][C:14](=[O:20])[CH2:15][C:16]([CH2:18]Cl)=O)[CH3:12].O, predict the reaction product. (4) Given the reactants [CH3:1][O:2][CH2:3][CH2:4][CH2:5][N:6]1[C:14]2[C:9](=[CH:10][CH:11]=[C:12]([CH2:15][C@H:16]([CH:19]([CH3:21])[CH3:20])[CH2:17]O)[CH:13]=2)[CH:8]=[N:7]1.C1C=CC(P(C2C=CC=CC=2)C2C=CC=CC=2)=CC=1.C1C(=O)N([Br:48])C(=O)C1, predict the reaction product. The product is: [Br:48][CH2:17][C@@H:16]([CH:19]([CH3:21])[CH3:20])[CH2:15][C:12]1[CH:13]=[C:14]2[C:9]([CH:8]=[N:7][N:6]2[CH2:5][CH2:4][CH2:3][O:2][CH3:1])=[CH:10][CH:11]=1. (5) Given the reactants C([Li])CCC.[C:6]([O:10][C:11]([N:13]1[CH2:18][CH2:17][N:16]([CH2:19][C:20]2[CH:25]=[C:24]([F:26])[CH:23]=[CH:22][C:21]=2Br)[CH2:15][CH2:14]1)=[O:12])([CH3:9])([CH3:8])[CH3:7].[C:28](=[O:30])=[O:29], predict the reaction product. The product is: [C:6]([O:10][C:11]([N:13]1[CH2:18][CH2:17][N:16]([CH2:19][C:20]2[CH:25]=[C:24]([F:26])[CH:23]=[CH:22][C:21]=2[C:28]([OH:30])=[O:29])[CH2:15][CH2:14]1)=[O:12])([CH3:9])([CH3:8])[CH3:7]. (6) Given the reactants [O:1]1[CH2:6][CH:5]=[C:4]([C:7]2[CH:8]=[C:9]([NH2:13])[CH:10]=[N:11][CH:12]=2)[CH2:3][CH2:2]1, predict the reaction product. The product is: [O:1]1[CH2:6][CH2:5][CH:4]([C:7]2[CH:8]=[C:9]([NH2:13])[CH:10]=[N:11][CH:12]=2)[CH2:3][CH2:2]1. (7) Given the reactants [N:1]1([C:9]([O:11][CH2:12][C:13]2[CH:18]=[CH:17][CH:16]=[CH:15][CH:14]=2)=[O:10])[CH2:8][CH2:7][CH2:6][C@H:2]1[C:3]([OH:5])=O.C(N1C=CN=C1)(N1C=CN=C1)=O.[C:31](=[N:34]O)([NH2:33])[CH3:32], predict the reaction product. The product is: [CH2:12]([O:11][C:9]([N:1]1[CH2:8][CH2:7][CH2:6][C@H:2]1[C:3]1[O:5][N:34]=[C:31]([CH3:32])[N:33]=1)=[O:10])[C:13]1[CH:18]=[CH:17][CH:16]=[CH:15][CH:14]=1.